From a dataset of Full USPTO retrosynthesis dataset with 1.9M reactions from patents (1976-2016). Predict the reactants needed to synthesize the given product. (1) Given the product [Cl:14][CH2:9][CH2:8][CH2:7][C:5](=[O:6])[CH2:4][C:3]1[CH:10]=[CH:11][CH:12]=[CH:13][C:2]=1[F:1], predict the reactants needed to synthesize it. The reactants are: [F:1][C:2]1[CH:13]=[CH:12][CH:11]=[CH:10][C:3]=1[CH2:4][C:5]([CH:7]1[CH2:9][CH2:8]1)=[O:6].[ClH:14].O. (2) Given the product [Br:1][C:2]1[S:6][C:5]2=[N:7][CH:9]=[CH:10][N:4]2[N:3]=1, predict the reactants needed to synthesize it. The reactants are: [Br:1][C:2]1[S:6][C:5]([NH2:7])=[N:4][N:3]=1.Cl[CH2:9][CH:10]=O.C([O-])(O)=O.[Na+]. (3) Given the product [CH3:7][O:8][CH2:9][O:10][C:11]1[C:16]([CH3:17])=[CH:15][CH:14]=[C:13]([O:18][CH2:19][O:20][CH3:21])[C:12]=1[C:22]1([C:23]([O:25][CH2:26][CH3:27])=[O:24])[CH2:2][CH2:28]1, predict the reactants needed to synthesize it. The reactants are: [I-].[CH3:2][S+](C)(C)=O.[CH3:7][O:8][CH2:9][O:10][C:11]1[C:16]([CH3:17])=[CH:15][CH:14]=[C:13]([O:18][CH2:19][O:20][CH3:21])[C:12]=1[C:22](=[CH2:28])[C:23]([O:25][CH2:26][CH3:27])=[O:24]. (4) The reactants are: [C:1]1([C:7]2[NH:8][C:9]3[CH:10]=[CH:11][CH:12]=[C:13]4[C:19](=[O:20])[NH:18][CH2:17][CH2:16][C:15]=2[C:14]=34)[CH:6]=[CH:5][CH:4]=[CH:3][CH:2]=1.[CH:21](C1C=C(B(O)O)C=CC=1)=[O:22]. Given the product [CH:21]([C:5]1[CH:6]=[C:1]([C:7]2[NH:8][C:9]3[CH:10]=[CH:11][CH:12]=[C:13]4[C:19](=[O:20])[NH:18][CH2:17][CH2:16][C:15]=2[C:14]=34)[CH:2]=[CH:3][CH:4]=1)=[O:22], predict the reactants needed to synthesize it.